This data is from M1 muscarinic receptor antagonist screen with 61,756 compounds. The task is: Binary Classification. Given a drug SMILES string, predict its activity (active/inactive) in a high-throughput screening assay against a specified biological target. The drug is OC(CN1CCN(CC1)c1ccccc1)COc1ccc(cc1)C. The result is 0 (inactive).